Dataset: Full USPTO retrosynthesis dataset with 1.9M reactions from patents (1976-2016). Task: Predict the reactants needed to synthesize the given product. (1) The reactants are: [C:1]([C:3]1[S:7][C:6]([CH:8]([OH:10])[CH3:9])=[CH:5][CH:4]=1)#[N:2].[H-].[Al+3].[Li+].[H-].[H-].[H-]. Given the product [NH2:2][CH2:1][C:3]1[S:7][C:6]([CH:8]([OH:10])[CH3:9])=[CH:5][CH:4]=1, predict the reactants needed to synthesize it. (2) Given the product [Br:1][C:2]1[CH:7]=[C:6]([C:8]([F:11])([F:10])[F:9])[C:5]2[NH:12][C:13]([C:15]3[N:16]([CH3:24])[N:17]=[C:18]([C:20]([CH3:23])([CH3:22])[CH3:21])[N:19]=3)=[N:25][C:4]=2[CH:3]=1, predict the reactants needed to synthesize it. The reactants are: [Br:1][C:2]1[CH:7]=[C:6]([C:8]([F:11])([F:10])[F:9])[C:5]([NH:12][C:13]([C:15]2[N:16]([CH3:24])[N:17]=[C:18]([C:20]([CH3:23])([CH3:22])[CH3:21])[N:19]=2)=O)=[C:4]([N+:25]([O-])=O)[CH:3]=1.CCOC(C)=O.C(Cl)Cl. (3) Given the product [CH2:3]([O:7][C:9]1[CH:14]=[C:13]([CH2:15][C:16]2[CH:21]=[CH:20][CH:19]=[CH:18][C:17]=2[C:22]([F:24])([F:25])[F:23])[N:12]=[CH:11][N:10]=1)[C:4]#[C:5][CH3:6], predict the reactants needed to synthesize it. The reactants are: [H-].[Na+].[CH2:3]([OH:7])[C:4]#[C:5][CH3:6].Cl[C:9]1[CH:14]=[C:13]([CH2:15][C:16]2[CH:21]=[CH:20][CH:19]=[CH:18][C:17]=2[C:22]([F:25])([F:24])[F:23])[N:12]=[CH:11][N:10]=1.[Cl-].[NH4+]. (4) Given the product [Cl:1][C:2]1[CH:11]=[C:10]2[C:5]([CH2:6][C:7]([CH3:40])([CH3:41])[C:8](=[O:39])[N:9]2[CH:12]2[CH2:13][CH2:14][N:15]([C:18]([C:20]3[CH:25]=[CH:24][C:23]([C:26]4[CH:31]=[CH:30][CH:29]=[CH:28][C:27]=4[O:32][C@H:33]([CH3:37])[CH2:34][C:35]([OH:49])=[O:36])=[CH:22][C:21]=3[F:38])=[O:19])[CH2:16][CH2:17]2)=[N:4][CH:3]=1, predict the reactants needed to synthesize it. The reactants are: [Cl:1][C:2]1[CH:11]=[C:10]2[C:5]([CH2:6][C:7]([CH3:41])([CH3:40])[C:8](=[O:39])[N:9]2[CH:12]2[CH2:17][CH2:16][N:15]([C:18]([C:20]3[CH:25]=[CH:24][C:23]([C:26]4[CH:31]=[CH:30][CH:29]=[CH:28][C:27]=4[O:32][C@H:33]([CH3:37])[CH2:34][CH2:35][OH:36])=[CH:22][C:21]=3[F:38])=[O:19])[CH2:14][CH2:13]2)=[N:4][CH:3]=1.[Br-].[K+].Cl[O-].[Na+].Cl.Cl([O-])=[O:49].[Na+]. (5) Given the product [CH2:1]([O:8][C:9]1[CH:10]=[C:11]([NH:15][C:16]2[CH:21]=[C:20]([N:22]([CH3:24])[CH3:23])[N:19]=[C:18]([N:33]3[CH2:34][CH2:35][N:30]([C:36]4[N:37]=[CH:38][CH:39]=[CH:40][N:41]=4)[CH2:31][CH2:32]3)[N:17]=2)[CH:12]=[CH:13][CH:14]=1)[C:2]1[CH:7]=[CH:6][CH:5]=[CH:4][CH:3]=1, predict the reactants needed to synthesize it. The reactants are: [CH2:1]([O:8][C:9]1[CH:10]=[C:11]([NH:15][C:16]2[CH:21]=[C:20]([N:22]([CH3:24])[CH3:23])[N:19]=[C:18](S(C)=O)[N:17]=2)[CH:12]=[CH:13][CH:14]=1)[C:2]1[CH:7]=[CH:6][CH:5]=[CH:4][CH:3]=1.Cl.Cl.[N:30]1([C:36]2[N:41]=[CH:40][CH:39]=[CH:38][N:37]=2)[CH2:35][CH2:34][NH:33][CH2:32][CH2:31]1.